Dataset: CYP2C19 inhibition data for predicting drug metabolism from PubChem BioAssay. Task: Regression/Classification. Given a drug SMILES string, predict its absorption, distribution, metabolism, or excretion properties. Task type varies by dataset: regression for continuous measurements (e.g., permeability, clearance, half-life) or binary classification for categorical outcomes (e.g., BBB penetration, CYP inhibition). Dataset: cyp2c19_veith. (1) The molecule is C[C@@H]1O[C@H](O[C@@H]2[C@H](CO)O[C@H](OC[C@@H]3O[C@H](OC(=O)[C@@]45CC[C@@H](C)[C@@H](C)[C@@H]4C4=CC[C@@H]6[C@](C)(CC[C@H]7[C@@](C)(CO)[C@H](O)[C@H](O)C[C@]67C)[C@]4(C)CC5)[C@@H](O)[C@H](O)[C@@H]3O)[C@@H](O)[C@@H]2O)[C@@H](O)[C@H](O)[C@@H]1O. The result is 0 (non-inhibitor). (2) The compound is CC12CC(NC(=O)N1c1cccc(C(=O)NCc3ccccc3)c1)c1ccccc1O2. The result is 1 (inhibitor).